This data is from Catalyst prediction with 721,799 reactions and 888 catalyst types from USPTO. The task is: Predict which catalyst facilitates the given reaction. (1) Reactant: [CH3:1][C:2]1[CH:3]=[CH:4][C:5]([NH:8][C:9](=[O:19])[C:10]2[CH:15]=[CH:14][CH:13]=[CH:12][C:11]=2[N+:16]([O-])=O)=[N:6][CH:7]=1.CO.[BH4-].[Na+]. Product: [CH3:1][C:2]1[CH:3]=[CH:4][C:5]([NH:8][C:9](=[O:19])[C:10]2[CH:15]=[CH:14][CH:13]=[CH:12][C:11]=2[NH2:16])=[N:6][CH:7]=1. The catalyst class is: 1. (2) Reactant: F[C:2]1[CH:7]=[CH:6][C:5]([N+:8]([O-:10])=[O:9])=[CH:4][C:3]=1[CH3:11].[C:12]1([CH:19]=[CH:18][CH:17]=[C:15]([OH:16])[CH:14]=1)[OH:13].C(=O)([O-])[O-].[K+].[K+]. Product: [CH3:11][C:3]1[CH:4]=[C:5]([N+:8]([O-:10])=[O:9])[CH:6]=[CH:7][C:2]=1[O:13][C:12]1[CH:14]=[C:15]([OH:16])[CH:17]=[CH:18][CH:19]=1. The catalyst class is: 9. (3) Reactant: [CH2:1]([O:3][C:4]([C:6]1[CH:11]=[C:10]([O:12][C:13]2[CH:14]=[C:15]3[C:19](=[CH:20][CH:21]=2)[NH:18][CH:17]=[CH:16]3)[N:9]=[CH:8][N:7]=1)=[O:5])[CH3:2].[BH3-]C#N.[Na+].O. Product: [CH2:1]([O:3][C:4]([C:6]1[CH:11]=[C:10]([O:12][C:13]2[CH:14]=[C:15]3[C:19](=[CH:20][CH:21]=2)[NH:18][CH2:17][CH2:16]3)[N:9]=[CH:8][N:7]=1)=[O:5])[CH3:2]. The catalyst class is: 15. (4) Reactant: [CH2:1]([O:3][C:4](=[O:7])[CH2:5][OH:6])[CH3:2].[H-].[Na+].Cl[C:11]1[O:12][C:13]2[CH:19]=[CH:18][CH:17]=[CH:16][C:14]=2[N:15]=1. Product: [CH2:1]([O:3][C:4](=[O:7])[CH2:5][O:6][C:11]1[O:12][C:13]2[CH:19]=[CH:18][CH:17]=[CH:16][C:14]=2[N:15]=1)[CH3:2]. The catalyst class is: 7. (5) Reactant: [F:1][C:2]1[CH:7]=[CH:6][C:5]([S:8]([N:11]2[CH2:16][CH2:15][CH:14]([C:17]([O:19]CC)=O)[CH2:13][CH2:12]2)(=[O:10])=[O:9])=[CH:4][CH:3]=1.Cl.[CH3:23][NH:24][O:25][CH3:26].C([Mg]Cl)(C)C. Product: [F:1][C:2]1[CH:3]=[CH:4][C:5]([S:8]([N:11]2[CH2:12][CH2:13][CH:14]([C:17](=[O:19])[N:24]([CH3:23])[O:25][CH3:26])[CH2:15][CH2:16]2)(=[O:9])=[O:10])=[CH:6][CH:7]=1. The catalyst class is: 1. (6) Reactant: [CH3:1][O:2][C:3]1[CH:4]=[C:5]2[C:10](=[CH:11][C:12]=1[O:13][CH3:14])[N:9]=[CH:8][CH:7]=[C:6]2[O:15][C:16]1[CH:22]=[CH:21][C:19]([NH2:20])=[CH:18][CH:17]=1.Cl[C:24](Cl)([O:26][C:27](=[O:33])OC(Cl)(Cl)Cl)Cl.[CH3:35][N:36]1[CH2:41][CH2:40]C(O)[CH2:38][CH2:37]1.C(=O)(O)[O-].[Na+]. Product: [CH3:1][O:2][C:3]1[CH:4]=[C:5]2[C:10](=[CH:11][C:12]=1[O:13][CH3:14])[N:9]=[CH:8][CH:7]=[C:6]2[O:15][C:16]1[CH:22]=[CH:21][C:19]([NH:20][C:27](=[O:33])[O:26][CH:24]2[CH2:40][CH2:41][N:36]([CH3:35])[CH2:37][CH2:38]2)=[CH:18][CH:17]=1. The catalyst class is: 208. (7) Reactant: [CH2:1]([C@@H:3]1[CH:7]=[CH:6][C@H:5]([CH2:8][CH3:9])[N:4]1[C:10]([O:12][C:13]([CH3:16])([CH3:15])[CH3:14])=[O:11])[CH3:2].CSC.[OH-:20].[Na+].OO. Product: [CH2:1]([C@@H:3]1[CH:7]([OH:20])[CH2:6][C@H:5]([CH2:8][CH3:9])[N:4]1[C:10]([O:12][C:13]([CH3:14])([CH3:16])[CH3:15])=[O:11])[CH3:2]. The catalyst class is: 49. (8) Reactant: [O:1]([CH2:9][CH2:10][CH2:11][CH2:12]/[CH:13]=[C:14](\[CH3:20])/[C:15](OCC)=[O:16])[Si:2]([C:5]([CH3:8])([CH3:7])[CH3:6])([CH3:4])[CH3:3].[H-].C([Al+]CC(C)C)C(C)C.CCCCCC.CO.O.O.O.O.O.O.O.O.O.O.S([O-])([O-])(=O)=O.[Na+].[Na+]. Product: [O:1]([CH2:9][CH2:10][CH2:11][CH2:12]/[CH:13]=[C:14](\[CH3:20])/[CH2:15][OH:16])[Si:2]([C:5]([CH3:7])([CH3:8])[CH3:6])([CH3:4])[CH3:3]. The catalyst class is: 2. (9) Reactant: [CH:1](NC(C)C)(C)C.[Li]CCCC.[N:13]1[C:22]2[C:17](=[CH:18][C:19]([CH2:23][C:24]([O:26][CH3:27])=[O:25])=[CH:20][CH:21]=2)[CH:16]=[CH:15][CH:14]=1.CI. Product: [N:13]1[C:22]2[C:17](=[CH:18][C:19]([CH:23]([CH3:1])[C:24]([O:26][CH3:27])=[O:25])=[CH:20][CH:21]=2)[CH:16]=[CH:15][CH:14]=1. The catalyst class is: 1. (10) Reactant: [C:1]1([C:14]([OH:16])=O)[C:13]2[NH:12][C:11]3[C:6](=[CH:7][CH:8]=[CH:9][CH:10]=3)[C:5]=2[CH:4]=[CH:3][CH:2]=1.ON1C2C=CC=CC=2N=N1.Cl.C(N=C=NCCCN(C)C)C.[NH2:39][C:40]1[CH:41]=[C:42]([C:47]2[CH:48]=[N:49][CH:50]=[N:51][CH:52]=2)[CH:43]=[CH:44][C:45]=1[CH3:46]. Product: [CH3:46][C:45]1[C:40]([NH:39][C:14]([C:1]2[C:13]3[NH:12][C:11]4[C:6](=[CH:7][CH:8]=[CH:9][CH:10]=4)[C:5]=3[CH:4]=[CH:3][CH:2]=2)=[O:16])=[CH:41][C:42]([C:47]2[CH:52]=[N:51][CH:50]=[N:49][CH:48]=2)=[CH:43][CH:44]=1. The catalyst class is: 112.